This data is from Forward reaction prediction with 1.9M reactions from USPTO patents (1976-2016). The task is: Predict the product of the given reaction. (1) Given the reactants [Cl:1][C:2]1[CH:7]=[C:6]([C:8]2[N:13]=[C:12]([S:14][CH3:15])[N:11]=[C:10]([NH:16][CH2:17][CH:18]([O:21][CH3:22])[O:19][CH3:20])[CH:9]=2)[CH:5]=[CH:4][N:3]=1.[OH:23]OS([O-])=O.[K+], predict the reaction product. The product is: [Cl:1][C:2]1[CH:7]=[C:6]([C:8]2[N:13]=[C:12]([S:14]([CH3:15])=[O:23])[N:11]=[C:10]([NH:16][CH2:17][CH:18]([O:19][CH3:20])[O:21][CH3:22])[CH:9]=2)[CH:5]=[CH:4][N:3]=1. (2) Given the reactants Br[C:2]1[CH:3]=[C:4]([CH:9]=[CH:10][CH:11]=1)[C:5]([O:7][CH3:8])=[O:6].[Cl:12][C:13]1[CH:19]=[CH:18][C:16]([NH2:17])=[CH:15][CH:14]=1, predict the reaction product. The product is: [CH3:8][O:7][C:5](=[O:6])[C:4]1[CH:9]=[CH:10][CH:11]=[C:2]([NH:17][C:16]2[CH:18]=[CH:19][C:13]([Cl:12])=[CH:14][CH:15]=2)[CH:3]=1. (3) Given the reactants N1C(C)=CC(C)=CC=1C.CS([Cl:14])(=O)=O.[Cl:15][C:16]1[CH:40]=[CH:39][C:19]([CH2:20][NH:21][C:22]([C:24]2[C:25](=[O:38])[C:26]3[CH:35]=[C:34]([CH2:36]O)[S:33][C:27]=3[N:28]([CH2:30][CH2:31][CH3:32])[CH:29]=2)=[O:23])=[CH:18][CH:17]=1, predict the reaction product. The product is: [Cl:15][C:16]1[CH:40]=[CH:39][C:19]([CH2:20][NH:21][C:22]([C:24]2[C:25](=[O:38])[C:26]3[CH:35]=[C:34]([CH2:36][Cl:14])[S:33][C:27]=3[N:28]([CH2:30][CH2:31][CH3:32])[CH:29]=2)=[O:23])=[CH:18][CH:17]=1. (4) Given the reactants [CH3:1][Si:2]([CH3:20])([CH3:19])[CH2:3][CH2:4][O:5][C:6](=[O:18])[NH:7][C:8]1[CH:13]=[C:12]([N+:14]([O-])=O)[CH:11]=[CH:10][C:9]=1[F:17], predict the reaction product. The product is: [CH3:1][Si:2]([CH3:20])([CH3:19])[CH2:3][CH2:4][O:5][C:6](=[O:18])[NH:7][C:8]1[CH:13]=[C:12]([NH2:14])[CH:11]=[CH:10][C:9]=1[F:17]. (5) Given the reactants Cl[C:2]1[C:11]2[C:6](=[CH:7][C:8]([F:12])=[CH:9][CH:10]=2)[N:5]=[C:4]([C:13]2[CH:18]=[CH:17][CH:16]=[CH:15][N:14]=2)[C:3]=1[CH3:19].[N:20]1([C:26]2[CH:31]=[C:30]3[NH:32][CH2:33][C:34]4([CH2:39][CH2:38][S:37](=[O:41])(=[O:40])[CH2:36][CH2:35]4)[C:29]3=[CH:28][CH:27]=2)[CH2:25][CH2:24][O:23][CH2:22][CH2:21]1.CC(C)([O-])C.[Na+], predict the reaction product. The product is: [F:12][C:8]1[CH:7]=[C:6]2[C:11]([C:2]([N:32]3[C:30]4[C:29](=[CH:28][CH:27]=[C:26]([N:20]5[CH2:25][CH2:24][O:23][CH2:22][CH2:21]5)[CH:31]=4)[C:34]4([CH2:39][CH2:38][S:37](=[O:40])(=[O:41])[CH2:36][CH2:35]4)[CH2:33]3)=[C:3]([CH3:19])[C:4]([C:13]3[CH:18]=[CH:17][CH:16]=[CH:15][N:14]=3)=[N:5]2)=[CH:10][CH:9]=1. (6) Given the reactants [C:1](=[O:4])([O-])[O-].[K+].[K+].S([O:12][CH3:13])(OC)(=O)=O.CC(C)=O.[CH3:18][O:19][C:20]1[C:25]([O:26][CH3:27])=[CH:24][C:23]([O:28][CH3:29])=[C:22](O)[C:21]=1O, predict the reaction product. The product is: [CH3:29][O:28][C:23]1[CH:24]=[C:25]([O:26][CH3:27])[C:20]([O:19][CH3:18])=[C:21]([O:12][CH3:13])[C:22]=1[O:4][CH3:1]. (7) Given the reactants CO[C:3]([C:5]1[CH:6]=[C:7]2[C:12](=[CH:13][CH:14]=1)[N:11]=[N:10][CH:9]=[CH:8]2)=[O:4].[OH-].[Na+].Cl.N1C=CC=CC=1OC[C:26]1[CH:43]=[CH:42][C:29]([CH2:30][NH:31]C(C2C(N)=NC(N)=CN=2)=O)=[CH:28][CH:27]=1.F[P-](F)(F)(F)(F)F.N1(O[P+](N(C)C)(N(C)C)N(C)C)[C:55]2[CH:56]=[CH:57][CH:58]=[CH:59][C:54]=2N=N1.C(N(CC)CC)C.FC(F)(F)C(O)=[O:81], predict the reaction product. The product is: [O:81]([C:43]1[CH:42]=[C:29]([CH:28]=[CH:27][CH:26]=1)[CH2:30][NH:31][C:3]([C:5]1[CH:6]=[C:7]2[C:12](=[CH:13][CH:14]=1)[N:11]=[N:10][CH:9]=[CH:8]2)=[O:4])[C:54]1[CH:59]=[CH:58][CH:57]=[CH:56][CH:55]=1. (8) Given the reactants [O:1]1[CH:3]([CH2:4][O:5][C:6]2[C:15]3[C:10](=[CH:11][CH:12]=[CH:13][CH:14]=3)[C:9]([Cl:16])=[CH:8][CH:7]=2)[CH2:2]1.[CH3:17][C:18]([NH2:29])([CH3:28])[CH2:19][C:20]1[CH:25]=[CH:24][C:23]([O:26][CH3:27])=[CH:22][CH:21]=1, predict the reaction product. The product is: [ClH:16].[OH:1][CH:3]([CH2:4][O:5][C:6]1[C:15]2[C:10](=[CH:11][CH:12]=[CH:13][CH:14]=2)[C:9]([Cl:16])=[CH:8][CH:7]=1)[CH2:2][NH:29][C:18]([CH3:28])([CH3:17])[CH2:19][C:20]1[CH:25]=[CH:24][C:23]([O:26][CH3:27])=[CH:22][CH:21]=1. (9) Given the reactants [N:1]1[CH:6]=[CH:5][C:4]([CH2:7][CH2:8][CH2:9][NH2:10])=[CH:3][CH:2]=1.C(N(CC)CC)C.[C:18](O[C:18]([O:20][C:21]([CH3:24])([CH3:23])[CH3:22])=[O:19])([O:20][C:21]([CH3:24])([CH3:23])[CH3:22])=[O:19].O, predict the reaction product. The product is: [N:1]1[CH:6]=[CH:5][C:4]([CH2:7][CH2:8][CH2:9][NH:10][C:18](=[O:19])[O:20][C:21]([CH3:24])([CH3:23])[CH3:22])=[CH:3][CH:2]=1.